This data is from Catalyst prediction with 721,799 reactions and 888 catalyst types from USPTO. The task is: Predict which catalyst facilitates the given reaction. (1) Reactant: [C:1]([NH2:5])([CH3:4])([CH3:3])[CH3:2].[CH2:6]([CH:8]1[O:10][CH2:9]1)Cl.C(N(CC)CC)C. Product: [C:1]([N:5]1[CH2:9][CH:8]([OH:10])[CH2:6]1)([CH3:4])([CH3:3])[CH3:2]. The catalyst class is: 32. (2) Reactant: [H-].[Al+3].[Li+].[H-].[H-].[H-].[NH2:7][C:8]1[N:13]=[C:12]([C:14](N(OC)C)=[O:15])[CH:11]=[CH:10][CH:9]=1.C(OCC)(=O)C. Product: [NH2:7][C:8]1[N:13]=[C:12]([CH:14]=[O:15])[CH:11]=[CH:10][CH:9]=1. The catalyst class is: 1. (3) Reactant: [Cl:1][C:2]1[C:3]([CH3:12])=[C:4]([S:8](Cl)(=[O:10])=[O:9])[CH:5]=[CH:6][CH:7]=1.N1C=CC=CC=1.[NH2:19][C:20]1[CH:21]=[C:22]2[C:27](=[CH:28][CH:29]=1)[N:26]=[CH:25][CH:24]=[N:23]2.C([O-])(O)=O.[Na+]. Product: [Cl:1][C:2]1[C:3]([CH3:12])=[C:4]([S:8]([NH:19][C:20]2[CH:21]=[C:22]3[C:27](=[CH:28][CH:29]=2)[N:26]=[CH:25][CH:24]=[N:23]3)(=[O:10])=[O:9])[CH:5]=[CH:6][CH:7]=1. The catalyst class is: 4. (4) Reactant: [H-].[Na+].[Cl:3][C:4]1[CH:9]=[CH:8][C:7]([NH:10][C:11]([NH:13][C:14]2[CH:19]=[CH:18][C:17]([OH:20])=[CH:16][CH:15]=2)=[O:12])=[CH:6][C:5]=1[C:21]([F:24])([F:23])[F:22].[Cl:25][C:26]1[CH:31]=[C:30]([N+]([O-])=O)[CH:29]=[CH:28][N:27]=1.O. Product: [Cl:25][C:26]1[CH:31]=[C:30]([O:20][C:17]2[CH:16]=[CH:15][C:14]([NH:13][C:11]([NH:10][C:7]3[CH:8]=[CH:9][C:4]([Cl:3])=[C:5]([C:21]([F:22])([F:23])[F:24])[CH:6]=3)=[O:12])=[CH:19][CH:18]=2)[CH:29]=[CH:28][N:27]=1. The catalyst class is: 3. (5) Reactant: [Br:1][C:2]1[S:6][C:5]([C:7]([OH:9])=O)=[CH:4][CH:3]=1.C(Cl)(=O)C(Cl)=O.[CH3:16][C:17]1[CH:18]=[N:19][CH:20]=[CH:21][C:22]=1[NH2:23].[H-].[Na+]. Product: [Br:1][C:2]1[S:6][C:5]([C:7]([NH:23][C:22]2[CH:21]=[CH:20][N:19]=[CH:18][C:17]=2[CH3:16])=[O:9])=[CH:4][CH:3]=1. The catalyst class is: 59. (6) The catalyst class is: 4. Product: [Br:11][CH2:8][C:7]1[C:2]([CH3:1])=[CH:3][N:4]=[CH:5][C:6]=1[CH3:10]. Reactant: [CH3:1][C:2]1[CH:3]=[N:4][CH:5]=[C:6]([CH3:10])[C:7]=1[CH2:8]O.[Br:11]P(Br)Br. (7) Reactant: C[O:2][C:3]1[CH:4]=[C:5]([C:10]([C@@H:12]2[C@:21]3([CH3:22])[C@H:16]([C:17]([CH3:24])([CH3:23])[CH2:18][CH2:19][CH2:20]3)[CH2:15][C:14](=[O:25])[C@@H:13]2[CH3:26])=[O:11])[CH:6]=[C:7]([CH3:9])[CH:8]=1. Product: [OH:2][C:3]1[CH:4]=[C:5]([C:10]([C@@H:12]2[C@:21]3([CH3:22])[C@H:16]([C:17]([CH3:24])([CH3:23])[CH2:18][CH2:19][CH2:20]3)[CH2:15][C:14](=[O:25])[C@H:13]2[CH3:26])=[O:11])[CH:6]=[C:7]([CH3:9])[CH:8]=1. The catalyst class is: 37. (8) Reactant: [OH:1][CH:2]([C:17]1[CH:18]=[N:19][CH:20]=[N:21][CH:22]=1)[C:3]1[CH:4]=[C:5]2[C:10](=[C:11]([C:13]([O:15][CH3:16])=[O:14])[CH:12]=1)[N:9]=[CH:8][CH:7]=[CH:6]2.CI.[CH3:25][Si]([N-][Si](C)(C)C)(C)C.[K+].O. Product: [CH3:25][O:1][CH:2]([C:17]1[CH:22]=[N:21][CH:20]=[N:19][CH:18]=1)[C:3]1[CH:4]=[C:5]2[C:10](=[C:11]([C:13]([O:15][CH3:16])=[O:14])[CH:12]=1)[N:9]=[CH:8][CH:7]=[CH:6]2. The catalyst class is: 3.